From a dataset of Forward reaction prediction with 1.9M reactions from USPTO patents (1976-2016). Predict the product of the given reaction. (1) Given the reactants [C:1]([O:5][C:6]([N:8]1[CH2:13][CH2:12][CH:11]([C:14]([OH:16])=[O:15])[C:10]([F:18])([F:17])[CH2:9]1)=[O:7])([CH3:4])([CH3:3])[CH3:2].C(N(CC)CC)C.Br[CH2:27][C:28]([C:30]1[CH:35]=[CH:34][C:33]([F:36])=[C:32]([CH3:37])[CH:31]=1)=[O:29].C(OCC)(=O)C, predict the reaction product. The product is: [F:36][C:33]1[CH:34]=[CH:35][C:30]([C:28](=[O:29])[CH2:27][O:15][C:14]([CH:11]2[CH2:12][CH2:13][N:8]([C:6]([O:5][C:1]([CH3:4])([CH3:2])[CH3:3])=[O:7])[CH2:9][C:10]2([F:18])[F:17])=[O:16])=[CH:31][C:32]=1[CH3:37]. (2) Given the reactants [CH3:1][O:2][C:3]1[CH:35]=[C:34]([O:36][CH3:37])[CH:33]=[CH:32][C:4]=1[CH2:5][N:6]1[C:11]([C:12]2[CH:17]=[CH:16][C:15]([N:18]([CH3:20])[CH3:19])=[CH:14][CH:13]=2)=[C:10]([C:21]#[C:22][Si](C)(C)C)[C:9]([OH:27])=[C:8]([C:28]([OH:30])=[O:29])[C:7]1=[O:31].[Si](O[K])(C)(C)[CH3:39].Cl, predict the reaction product. The product is: [CH3:1][O:2][C:3]1[CH:35]=[C:34]([O:36][CH3:37])[CH:33]=[CH:32][C:4]=1[CH2:5][N:6]1[C:11]([C:12]2[CH:17]=[CH:16][C:15]([N:18]([CH3:20])[CH3:19])=[CH:14][CH:13]=2)=[C:10]([C:21]#[C:22][CH3:39])[C:9]([OH:27])=[C:8]([C:28]([OH:30])=[O:29])[C:7]1=[O:31]. (3) Given the reactants [CH3:1][O:2][CH2:3][CH2:4][O:5][P:6]([CH2:13][C:14]1[CH:19]=[CH:18][C:17]([NH:20][C:21]2[N:26]=[C:25](Cl)[C:24]([C:28]([F:31])([F:30])[F:29])=[CH:23][N:22]=2)=[CH:16][CH:15]=1)(=[O:12])[O:7][CH2:8][CH2:9][O:10][CH3:11].[NH2:32][C:33]1[CH:34]=[CH:35][C:36]([CH:44]2[CH2:49][CH2:48][CH:47]([OH:50])[CH2:46][CH2:45]2)=[C:37]2[C:41]=1[C:40](=[O:42])[N:39]([CH3:43])[CH2:38]2, predict the reaction product. The product is: [CH3:1][O:2][CH2:3][CH2:4][O:5][P:6]([CH2:13][C:14]1[CH:19]=[CH:18][C:17]([NH:20][C:21]2[N:26]=[C:25]([NH:32][C:33]3[CH:34]=[CH:35][C:36]([C@H:44]4[CH2:45][CH2:46][C@H:47]([OH:50])[CH2:48][CH2:49]4)=[C:37]4[C:41]=3[C:40](=[O:42])[N:39]([CH3:43])[CH2:38]4)[C:24]([C:28]([F:31])([F:30])[F:29])=[CH:23][N:22]=2)=[CH:16][CH:15]=1)(=[O:12])[O:7][CH2:8][CH2:9][O:10][CH3:11]. (4) Given the reactants [Cl:1][CH2:2][C:3](=[O:11])[CH2:4][C:5]([O:7][CH2:8][CH:9]=[CH2:10])=[O:6].C(OCC)(OCC)O[CH2:14][CH3:15].O=P12OP3(OP(OP(O3)(O1)=O)(=O)O2)=O, predict the reaction product. The product is: [Cl:1][CH2:2]/[C:3](/[O:11][CH2:14][CH3:15])=[CH:4]\[C:5]([O:7][CH2:8][CH:9]=[CH2:10])=[O:6]. (5) Given the reactants [Br:1][C:2]1[C:7]([O:8][CH3:9])=[CH:6][C:5]([NH:10][C:11](=O)[CH3:12])=[C:4]([CH:14]=O)[CH:3]=1.[NH3:16], predict the reaction product. The product is: [Br:1][C:2]1[CH:3]=[C:4]2[C:5](=[CH:6][C:7]=1[O:8][CH3:9])[N:10]=[C:11]([CH3:12])[N:16]=[CH:14]2. (6) Given the reactants [Cl:1][C:2]1[N:7]=[C:6]([NH:8][C:9]2[N:13](C(OC(C)(C)C)=O)[N:12]=[C:11]([CH3:21])[CH:10]=2)[CH:5]=[C:4]([O:22][CH3:23])[N:3]=1, predict the reaction product. The product is: [Cl:1][C:2]1[N:7]=[C:6]([NH:8][C:9]2[CH:10]=[C:11]([CH3:21])[NH:12][N:13]=2)[CH:5]=[C:4]([O:22][CH3:23])[N:3]=1. (7) Given the reactants [NH2:1][C@H:2]1[CH2:7][CH2:6][N:5]([C:8]2[O:9][C:10]([CH2:20][CH3:21])=[C:11]([C:13]([O:15][CH2:16][CH2:17][CH2:18][CH3:19])=[O:14])[N:12]=2)[CH2:4][C@H:3]1[O:22][CH2:23][CH2:24][CH3:25].[Cl:26][C:27]1[N:28]=[C:29]([C:34](O)=[O:35])[NH:30][C:31]=1[CH2:32][CH3:33].CCN=C=NCCCN(C)C.Cl.C1C=CC2N(O)N=NC=2C=1, predict the reaction product. The product is: [Cl:26][C:27]1[N:28]=[C:29]([C:34]([NH:1][C@H:2]2[CH2:7][CH2:6][N:5]([C:8]3[O:9][C:10]([CH2:20][CH3:21])=[C:11]([C:13]([O:15][CH2:16][CH2:17][CH2:18][CH3:19])=[O:14])[N:12]=3)[CH2:4][C@H:3]2[O:22][CH2:23][CH2:24][CH3:25])=[O:35])[NH:30][C:31]=1[CH2:32][CH3:33].